Task: Predict the reactants needed to synthesize the given product.. Dataset: Full USPTO retrosynthesis dataset with 1.9M reactions from patents (1976-2016) (1) Given the product [CH2:1]([O:8][C:9]1[C:14](=[O:15])[N:13]2[CH:16]=[CH:17][N:18]([CH2:19][C:20]([N:22]3[CH2:27][C@@H:26]([CH3:28])[O:25][C@@H:24]([CH3:29])[CH2:23]3)=[O:21])[C:12]2=[N:11][C:10]=1[C:30]1[S:31][C:32]([CH2:35][C:36]2[CH:44]=[CH:43][C:42]([F:45])=[CH:41][C:37]=2[C:38]#[N:40])=[CH:33][N:34]=1)[C:2]1[CH:7]=[CH:6][CH:5]=[CH:4][CH:3]=1, predict the reactants needed to synthesize it. The reactants are: [CH2:1]([O:8][C:9]1[C:14](=[O:15])[N:13]2[CH:16]=[CH:17][N:18]([CH2:19][C:20]([N:22]3[CH2:27][C@@H:26]([CH3:28])[O:25][C@@H:24]([CH3:29])[CH2:23]3)=[O:21])[C:12]2=[N:11][C:10]=1[C:30]1[S:31][C:32]([CH2:35][C:36]2[CH:44]=[CH:43][C:42]([F:45])=[CH:41][C:37]=2[C:38]([NH2:40])=O)=[CH:33][N:34]=1)[C:2]1[CH:7]=[CH:6][CH:5]=[CH:4][CH:3]=1.O. (2) Given the product [CH2:24]([C:12]1([OH:13])[C:6]2[CH:5]=[CH:4][C:3]([O:2][CH3:1])=[CH:23][C:7]=2[CH2:8][CH2:9][CH2:10][C:11]1([C:15]1[CH:16]=[CH:17][C:18]([O:21][CH3:22])=[CH:19][CH:20]=1)[CH3:14])[CH3:25], predict the reactants needed to synthesize it. The reactants are: [CH3:1][O:2][C:3]1[CH:4]=[CH:5][C:6]2[C:12](=[O:13])[C:11]([C:15]3[CH:20]=[CH:19][C:18]([O:21][CH3:22])=[CH:17][CH:16]=3)([CH3:14])[CH2:10][CH2:9][CH2:8][C:7]=2[CH:23]=1.[CH2:24]([Li])[CH3:25].[NH4+].[Cl-]. (3) The reactants are: [C:1](Cl)(=[O:5])C(Cl)=O.[Br:7][C:8]1[CH:9]=[C:10]([C:17]([OH:19])=O)[CH:11]=[C:12]([CH:16]=1)[C:13]([OH:15])=O.Cl.[CH3:21][NH:22][O:23][CH3:24].[CH2:25]([N:27](CC)CC)C. Given the product [Br:7][C:8]1[CH:16]=[C:12]([C:13]([N:27]([O:5][CH3:1])[CH3:25])=[O:15])[CH:11]=[C:10]([CH:9]=1)[C:17]([N:22]([O:23][CH3:24])[CH3:21])=[O:19], predict the reactants needed to synthesize it. (4) The reactants are: S1C=CC=C1C=O.C(O)(=O)CC(O)=O.[NH:15]1CCCCC1.[OH-].[Na+].[S:23]1[CH:27]=[CH:26][CH:25]=[C:24]1/[CH:28]=[CH:29]/[C:30]([OH:32])=O.C(Cl)(=O)C(Cl)=O.O.N. Given the product [S:23]1[CH:27]=[CH:26][CH:25]=[C:24]1/[CH:28]=[CH:29]/[C:30]([NH2:15])=[O:32], predict the reactants needed to synthesize it. (5) Given the product [CH2:1]([O:3][C:4]1[CH:9]=[CH:8][C:7]([S:10]([N:28]2[CH2:33][CH2:32][NH:31][CH2:30][CH2:29]2)(=[O:12])=[O:11])=[CH:6][C:5]=1[C:14]1[NH:19][C:18](=[O:20])[C:17]2=[C:21]([CH3:27])[N:22]=[C:23]([CH2:24][CH2:25][CH3:26])[N:16]2[N:15]=1)[CH3:2], predict the reactants needed to synthesize it. The reactants are: [CH2:1]([O:3][C:4]1[CH:9]=[CH:8][C:7]([S:10](Cl)(=[O:12])=[O:11])=[CH:6][C:5]=1[C:14]1[NH:19][C:18](=[O:20])[C:17]2=[C:21]([CH3:27])[N:22]=[C:23]([CH2:24][CH2:25][CH3:26])[N:16]2[N:15]=1)[CH3:2].[NH:28]1[CH2:33][CH2:32][NH:31][CH2:30][CH2:29]1.